This data is from Reaction yield outcomes from USPTO patents with 853,638 reactions. The task is: Predict the reaction yield, written as a fraction of the theoretical maximum amount of product (1.0 means a 100% yield; for example, 0.34 means a 34% yield). (1) The yield is 0.850. The product is [CH2:1]([C:8]1[C:13](=[O:14])[N:12]2[CH2:15][CH2:16][CH2:17][CH2:18][C:11]2=[N:10][C:9]=1[CH:19]([OH:22])[CH2:20][CH3:21])[C:2]1[CH:7]=[CH:6][CH:5]=[CH:4][CH:3]=1. The reactants are [CH2:1]([C:8]1[C:13](=[O:14])[N:12]2[CH2:15][CH2:16][CH2:17][CH2:18][C:11]2=[N:10][C:9]=1[CH:19]([OH:22])[CH:20]=[CH2:21])[C:2]1[CH:7]=[CH:6][CH:5]=[CH:4][CH:3]=1.[H][H]. The catalyst is [Pd].C(OCC)(=O)C. (2) The reactants are C(O[C:4](=[O:22])[C:5](=[CH:11][NH:12][C:13]1[CH:18]=[C:17]([O:19][CH3:20])[CH:16]=[CH:15][C:14]=1[Br:21])[C:6]([O:8][CH2:9][CH3:10])=[O:7])C.C(=O)(O)[O-].[Na+]. The catalyst is C(O)C. The product is [CH2:9]([O:8][C:6]([C:5]1[C:4](=[O:22])[C:18]2[C:13](=[C:14]([Br:21])[CH:15]=[CH:16][C:17]=2[O:19][CH3:20])[NH:12][CH:11]=1)=[O:7])[CH3:10]. The yield is 0.300. (3) The reactants are [Br:1][C:2]1[C:3](=[O:18])[N:4]([CH2:10][C:11]2[CH:16]=[CH:15][CH:14]=[C:13]([F:17])[CH:12]=2)[C:5]([CH3:9])=[CH:6][C:7]=1[OH:8].C(N(CC)CC)C.[S:26](O[S:26]([C:29]([F:32])([F:31])[F:30])(=[O:28])=[O:27])([C:29]([F:32])([F:31])[F:30])(=[O:28])=[O:27]. The catalyst is ClCCl. The product is [F:30][C:29]([F:32])([F:31])[S:26]([O:8][C:7]1[CH:6]=[C:5]([CH3:9])[N:4]([CH2:10][C:11]2[CH:16]=[CH:15][CH:14]=[C:13]([F:17])[CH:12]=2)[C:3](=[O:18])[C:2]=1[Br:1])(=[O:28])=[O:27]. The yield is 0.850. (4) The reactants are Cl[C:2]1[C:3](=[O:16])[NH:4][C:5]2[C:10]([N:11]=1)=[CH:9][C:8]([C:12]([O:14][CH3:15])=[O:13])=[CH:7][CH:6]=2.CC[N:19]([CH:23]([CH3:25])[CH3:24])[CH:20](C)C.Cl.CNC1CC1. The catalyst is CS(C)=O.O. The product is [CH:23]1([N:19]([CH3:20])[C:2]2[C:3](=[O:16])[NH:4][C:5]3[C:10]([N:11]=2)=[CH:9][C:8]([C:12]([O:14][CH3:15])=[O:13])=[CH:7][CH:6]=3)[CH2:24][CH2:25]1. The yield is 0.910.